This data is from Forward reaction prediction with 1.9M reactions from USPTO patents (1976-2016). The task is: Predict the product of the given reaction. (1) Given the reactants [NH2:1][C:2]1[C:10]([I:11])=[CH:9][CH:8]=[CH:7][C:3]=1[C:4]([OH:6])=[O:5].[N+](=[CH2:14])=[N-], predict the reaction product. The product is: [CH3:14][O:5][C:4](=[O:6])[C:3]1[CH:7]=[CH:8][CH:9]=[C:10]([I:11])[C:2]=1[NH2:1]. (2) Given the reactants [CH2:1]([O:3][C:4](=[O:26])[CH2:5][C:6]1[CH:7]=[C:8]([C:14]2[CH:19]=[C:18]([C:20]([F:23])([F:22])[F:21])[CH:17]=[CH:16][C:15]=2[CH:24]=O)[C:9]([O:12][CH3:13])=[CH:10][CH:11]=1)[CH3:2].[CH2:27]([NH2:29])[CH3:28], predict the reaction product. The product is: [CH2:1]([O:3][C:4](=[O:26])[CH2:5][C:6]1[CH:7]=[C:8]([C:14]2[CH:19]=[C:18]([C:20]([F:21])([F:23])[F:22])[CH:17]=[CH:16][C:15]=2[CH2:24][NH:29][CH2:27][CH3:28])[C:9]([O:12][CH3:13])=[CH:10][CH:11]=1)[CH3:2]. (3) Given the reactants [OH-:1].[Na+].[CH2:3]=[O:4].[CH2:5]([CH:10]1[CH2:15][CH2:14][CH:13]([CH2:16][CH:17]=[O:18])[CH2:12][CH2:11]1)[CH2:6][CH2:7][CH2:8][CH3:9].[C:19](#N)C, predict the reaction product. The product is: [OH:1][CH2:19][C:16]([CH:13]1[CH2:12][CH2:11][CH:10]([CH2:5][CH2:6][CH2:7][CH2:8][CH3:9])[CH2:15][CH2:14]1)([CH2:17][OH:18])[CH2:3][OH:4]. (4) Given the reactants [NH2:1][C:2]1[N:3]=[C:4]2[CH:9]=[CH:8][C:7]([O:10][C:11]3[CH:12]=[C:13]([NH:17][C:18]([C:20]4[C:25]([CH3:26])=[CH:24][CH:23]=[CH:22][N:21]=4)=[O:19])[CH:14]=[CH:15][CH:16]=3)=[CH:6][N:5]2[CH:27]=1.[C:28](Cl)(=[O:30])[CH3:29].CO.C(=O)([O-])[O-].[Na+].[Na+], predict the reaction product. The product is: [C:28]([NH:1][C:2]1[N:3]=[C:4]2[CH:9]=[CH:8][C:7]([O:10][C:11]3[CH:12]=[C:13]([NH:17][C:18]([C:20]4[C:25]([CH3:26])=[CH:24][CH:23]=[CH:22][N:21]=4)=[O:19])[CH:14]=[CH:15][CH:16]=3)=[CH:6][N:5]2[CH:27]=1)(=[O:30])[CH3:29]. (5) The product is: [Br:6][C:7]1[CH:8]=[CH:9][C:10]([CH3:13])=[C:11]([S:2]([Cl:1])(=[O:5])=[O:3])[CH:12]=1. Given the reactants [Cl:1][S:2]([OH:5])(=O)=[O:3].[Br:6][C:7]1[CH:12]=[CH:11][C:10]([CH3:13])=[CH:9][CH:8]=1, predict the reaction product. (6) Given the reactants [CH3:1][C:2]1[O:6][C:5]([C:7]2[CH:12]=[CH:11][CH:10]=[CH:9][CH:8]=2)=[N:4][C:3]=1[CH2:13][CH2:14][O:15][C:16]1[C:24]2[CH2:23][CH2:22][CH2:21][C:20]=2[C:19](C=O)=[CH:18][CH:17]=1.[Cl-].[CH2:28]([O:30][CH:31]([P+](C1C=CC=CC=1)(C1C=CC=CC=1)C1C=CC=CC=1)[C:32]([O:34][CH2:35][CH3:36])=[O:33])[CH3:29].[C:56](=O)([O-])[O-].[K+].[K+], predict the reaction product. The product is: [CH2:35]([O:34][C:32](=[O:33])/[C:31](/[O:30][CH2:28][CH3:29])=[CH:56]/[C:19]1[CH:18]=[CH:17][C:16]([O:15][CH2:14][CH2:13][C:3]2[N:4]=[C:5]([C:7]3[CH:8]=[CH:9][CH:10]=[CH:11][CH:12]=3)[O:6][C:2]=2[CH3:1])=[C:24]2[C:20]=1[CH2:21][CH2:22][CH2:23]2)[CH3:36].